The task is: Predict which catalyst facilitates the given reaction.. This data is from Catalyst prediction with 721,799 reactions and 888 catalyst types from USPTO. Reactant: [C:1]([C:3]1[CH:8]=[CH:7][C:6]([CH2:9][C:10](OC)=[O:11])=[C:5]([CH3:14])[C:4]=1[O:15][CH3:16])#[N:2].[BH4-].[Li+]. Product: [OH:11][CH2:10][CH2:9][C:6]1[CH:7]=[CH:8][C:3]([C:1]#[N:2])=[C:4]([O:15][CH3:16])[C:5]=1[CH3:14]. The catalyst class is: 1.